From a dataset of Forward reaction prediction with 1.9M reactions from USPTO patents (1976-2016). Predict the product of the given reaction. (1) Given the reactants C[O:2][C:3](=O)[CH2:4][CH2:5][C:6]1([N+:11]([O-])=O)[CH2:10][CH2:9][CH2:8][CH2:7]1.[H][H], predict the reaction product. The product is: [NH:11]1[C:6]2([CH2:10][CH2:9][CH2:8][CH2:7]2)[CH2:5][CH2:4][C:3]1=[O:2]. (2) Given the reactants ClC[NH:3][C:4]1[N:9]=[C:8]([S:10][CH3:11])[N:7]=[CH:6][N:5]=1.[Cl:12][C:13]1[CH:14]=[C:15]([CH:17]=[CH:18][CH:19]=1)[NH2:16].[CH:20](N(CC)C(C)C)(C)C, predict the reaction product. The product is: [Cl:12][C:13]1[CH:14]=[C:15]([NH:16][CH2:20][C:6]2[N:7]=[C:8]([S:10][CH3:11])[N:9]=[C:4]([NH2:3])[N:5]=2)[CH:17]=[CH:18][CH:19]=1. (3) Given the reactants [C:1]([O:4][C:5]1[CH:10]=[CH:9][C:8]([O:11][CH2:12][C:13]2[CH:18]=[CH:17][CH:16]=[CH:15][CH:14]=2)=[C:7]([NH2:19])[CH:6]=1)(=[O:3])[CH3:2].C(N(CC)CC)C.[C:27]1([S:33](Cl)(=[O:35])=[O:34])[CH:32]=[CH:31][CH:30]=[CH:29][CH:28]=1, predict the reaction product. The product is: [C:1]([O:4][C:5]1[CH:10]=[CH:9][C:8]([O:11][CH2:12][C:13]2[CH:18]=[CH:17][CH:16]=[CH:15][CH:14]=2)=[C:7]([NH:19][S:33]([C:27]2[CH:32]=[CH:31][CH:30]=[CH:29][CH:28]=2)(=[O:35])=[O:34])[CH:6]=1)(=[O:3])[CH3:2]. (4) Given the reactants [Cl:1][C:2]1[CH:3]=[CH:4][C:5]([C:28]([F:31])([F:30])[F:29])=[C:6]([CH:27]=1)[CH2:7][N:8]1[CH2:13][CH2:12][NH:11][C:10]2[N:14]=[CH:15][C:16]([C:18]3[CH:26]=[CH:25][C:21]([C:22](O)=[O:23])=[CH:20][CH:19]=3)=[CH:17][C:9]1=2.[CH:32]1([CH2:38][N:39]2[CH2:44][CH2:43][NH:42][CH2:41][CH2:40]2)[CH2:37][CH2:36][CH2:35][CH2:34][CH2:33]1, predict the reaction product. The product is: [Cl:1][C:2]1[CH:3]=[CH:4][C:5]([C:28]([F:29])([F:31])[F:30])=[C:6]([CH:27]=1)[CH2:7][N:8]1[CH2:13][CH2:12][NH:11][C:10]2[N:14]=[CH:15][C:16]([C:18]3[CH:26]=[CH:25][C:21]([C:22]([N:42]4[CH2:43][CH2:44][N:39]([CH2:38][CH:32]5[CH2:33][CH2:34][CH2:35][CH2:36][CH2:37]5)[CH2:40][CH2:41]4)=[O:23])=[CH:20][CH:19]=3)=[CH:17][C:9]1=2. (5) Given the reactants [NH2:1][CH2:2][C@H:3]1[O:7][N:6]=[C:5]([C:8]2[N:13]=[CH:12][C:11]([C:14]3[CH:19]=[CH:18][C:17]([N:20]4[CH2:24][C@H:23]([CH2:25][N:26]5[CH:30]=[CH:29][N:28]=[N:27]5)[O:22][C:21]4=[O:31])=[CH:16][C:15]=3[F:32])=[CH:10][CH:9]=2)[CH2:4]1.C(N(C(C)C)CC)(C)C.F[P-](F)(F)(F)(F)F.CN(C(=[N+](C)C)ON1C2=NC=CC=C2N=N1)C.[C:66]([O:70][C:71](=[O:85])[CH2:72][C@@H:73]([C:82](O)=[O:83])[NH:74][C:75]([O:77][C:78]([CH3:81])([CH3:80])[CH3:79])=[O:76])([CH3:69])([CH3:68])[CH3:67], predict the reaction product. The product is: [C:78]([O:77][C:75]([NH:74][C@H:73]([C:82](=[O:83])[NH:1][CH2:2][C@H:3]1[O:7][N:6]=[C:5]([C:8]2[CH:9]=[CH:10][C:11]([C:14]3[CH:19]=[CH:18][C:17]([N:20]4[CH2:24][C@H:23]([CH2:25][N:26]5[CH:30]=[CH:29][N:28]=[N:27]5)[O:22][C:21]4=[O:31])=[CH:16][C:15]=3[F:32])=[CH:12][N:13]=2)[CH2:4]1)[CH2:72][C:71]([O:70][C:66]([CH3:69])([CH3:68])[CH3:67])=[O:85])=[O:76])([CH3:80])([CH3:79])[CH3:81]. (6) Given the reactants CC1(N2CCC(N(CC3N=C(C)SC=3)C3C=CC=CC=3)CC2)CCNCC1.[C:28]([O:32][C:33]([N:35]1[CH2:40][CH2:39][C:38]([CH3:61])([N:41]2[CH2:46][CH2:45][CH:44]([N:47](CC3C=CC=CC=3)[C:48]3[CH:53]=[CH:52][CH:51]=[CH:50][CH:49]=3)[CH2:43][CH2:42]2)[CH2:37][CH2:36]1)=[O:34])([CH3:31])([CH3:30])[CH3:29].C([O-])=O.[NH4+], predict the reaction product. The product is: [C:28]([O:32][C:33]([N:35]1[CH2:36][CH2:37][C:38]([CH3:61])([N:41]2[CH2:42][CH2:43][CH:44]([NH:47][C:48]3[CH:53]=[CH:52][CH:51]=[CH:50][CH:49]=3)[CH2:45][CH2:46]2)[CH2:39][CH2:40]1)=[O:34])([CH3:31])([CH3:29])[CH3:30]. (7) Given the reactants Cl[C:2]1[CH:3]=[C:4]2[C:8](=[CH:9][CH:10]=1)NC(C(O)=O)=C2.[CH2:14]([O:16][C:17](=[O:31])[CH2:18]N1C2C=C(N)C=CC=2OCCC1)[CH3:15].F[P-](F)(F)(F)(F)F.N1(O[P+](N(C)C)(N(C)C)N(C)C)C2C=CC=CC=2N=N1.C(N(CC)CC)C, predict the reaction product. The product is: [CH3:15][CH2:14][O:16][C:17]([CH3:18])=[O:31].[CH3:4][CH2:3][CH2:2][CH2:10][CH2:9][CH3:8]. (8) Given the reactants [C:1]([O:4][CH:5]1[CH2:13][C:12]2[C:7](=[CH:8][CH:9]=[C:10](C[C@H](NC(OC(C)(C)C)=O)C(O)=O)[CH:11]=2)[CH2:6]1)(=[O:3])[CH3:2].C1C2C(=CC=CC=2)CC1O, predict the reaction product. The product is: [C:1]([O:4][CH:5]1[CH2:13][C:12]2[C:7](=[CH:8][CH:9]=[CH:10][CH:11]=2)[CH2:6]1)(=[O:3])[CH3:2].